Dataset: Forward reaction prediction with 1.9M reactions from USPTO patents (1976-2016). Task: Predict the product of the given reaction. (1) Given the reactants O.[NH2:2][NH2:3].CCO.Cl[C:8]1[CH:17]=[CH:16][C:15]([N+:18]([O-:20])=[O:19])=[CH:14][C:9]=1[C:10](OC)=[O:11].Cl, predict the reaction product. The product is: [N+:18]([C:15]1[CH:14]=[C:9]2[C:8](=[CH:17][CH:16]=1)[NH:3][N:2]=[C:10]2[OH:11])([O-:20])=[O:19]. (2) Given the reactants Cl[CH2:2]/[CH:3]=[CH:4]\[CH3:5].C(Cl)Cl.[CH3:9][C@H:10]1[CH2:14][CH2:13][CH2:12][NH:11]1.[OH-].[Na+], predict the reaction product. The product is: [CH2:2]([N:11]1[CH2:12][CH2:13][CH2:14][C@@H:10]1[CH3:9])/[CH:3]=[CH:4]\[CH3:5]. (3) Given the reactants [CH2:1]([Mg]Br)[CH3:2].[CH3:5][O:6][C:7](=[O:43])[CH2:8][CH2:9][CH2:10]/[CH:11]=[CH:12]\[CH2:13][C@H:14]1[C:18](=[O:19])[CH:17]=[CH:16][C@@H:15]1/[CH:20]=[CH:21]/[CH:22]([O:35][Si:36]([C:39]([CH3:42])([CH3:41])[CH3:40])([CH3:38])[CH3:37])[CH2:23][CH2:24][C:25]1[S:29][C:28]2[CH:30]=[CH:31][CH:32]=[CH:33][C:27]=2[C:26]=1[Cl:34], predict the reaction product. The product is: [CH3:5][O:6][C:7](=[O:43])[CH2:8][CH2:9][CH2:10]/[CH:11]=[CH:12]\[CH2:13][C@H:14]1[C:18](=[O:19])[CH2:17][C@@H:16]([CH2:1][CH3:2])[C@@H:15]1/[CH:20]=[CH:21]/[CH:22]([O:35][Si:36]([C:39]([CH3:40])([CH3:42])[CH3:41])([CH3:37])[CH3:38])[CH2:23][CH2:24][C:25]1[S:29][C:28]2[CH:30]=[CH:31][CH:32]=[CH:33][C:27]=2[C:26]=1[Cl:34]. (4) Given the reactants [F:1][CH:2]([F:23])[O:3][C:4]1[C:5]([OH:22])=[C:6]([C:12]2[CH:13]=[C:14]3[C:18](=[CH:19][CH:20]=2)[C:17](=[O:21])[O:16][CH2:15]3)[CH:7]=[CH:8][C:9]=1[O:10][CH3:11].C(=O)([O-])[O-].[K+].[K+].[CH2:30](I)[CH3:31], predict the reaction product. The product is: [F:23][CH:2]([F:1])[O:3][C:4]1[C:5]([O:22][CH2:30][CH3:31])=[C:6]([C:12]2[CH:13]=[C:14]3[C:18](=[CH:19][CH:20]=2)[C:17](=[O:21])[O:16][CH2:15]3)[CH:7]=[CH:8][C:9]=1[O:10][CH3:11]. (5) Given the reactants [CH3:1][C:2]1([CH3:31])[O:6][C@H:5]2[C@H:7]([NH:12][C:13]3[N:18]4[N:19]=[C:20](B5OC(C)(C)C(C)(C)O5)[CH:21]=[C:17]4[N:16]=[CH:15][CH:14]=3)[CH2:8][C@H:9]([CH2:10][OH:11])[C@H:4]2[O:3]1.[Cl:32][C:33]1[C:42]2[C:37](=[CH:38][CH:39]=[CH:40][CH:41]=2)[C:36](I)=[CH:35][CH:34]=1.ClCCl.C(=O)([O-])[O-].[Cs+].[Cs+].O, predict the reaction product. The product is: [Cl:32][C:33]1[C:42]2[C:37](=[CH:38][CH:39]=[CH:40][CH:41]=2)[C:36]([C:20]2[CH:21]=[C:17]3[N:16]=[CH:15][CH:14]=[C:13]([NH:12][C@H:7]4[C@@H:5]5[O:6][C:2]([CH3:1])([CH3:31])[O:3][C@@H:4]5[C@@H:9]([CH2:10][OH:11])[CH2:8]4)[N:18]3[N:19]=2)=[CH:35][CH:34]=1.